From a dataset of Catalyst prediction with 721,799 reactions and 888 catalyst types from USPTO. Predict which catalyst facilitates the given reaction. (1) Reactant: Br[C:2]1[C:10]2[C:5](=[N:6][C:7]([NH2:11])=[N:8][CH:9]=2)[N:4]([CH3:12])[N:3]=1.CC1(C)C(C)(C)OB([C:21]2[CH:22]=[C:23]([C:28]([F:31])([F:30])[F:29])[C:24]([NH2:27])=[N:25][CH:26]=2)O1.C(=O)([O-])[O-].[Cs+].[Cs+].O. Product: [NH2:27][C:24]1[N:25]=[CH:26][C:21]([C:2]2[C:10]3[C:5](=[N:6][C:7]([NH2:11])=[N:8][CH:9]=3)[N:4]([CH3:12])[N:3]=2)=[CH:22][C:23]=1[C:28]([F:31])([F:29])[F:30]. The catalyst class is: 77. (2) Product: [Br:1][CH2:9][C:10]1[CH:19]=[CH:18][C:17]2[C:12](=[CH:13][CH:14]=[CH:15][CH:16]=2)[C:11]=1[C:20]([O:22][CH3:23])=[O:21]. The catalyst class is: 10. Reactant: [Br:1]N1C(=O)CCC1=O.[CH3:9][C:10]1[CH:19]=[CH:18][C:17]2[C:12](=[CH:13][CH:14]=[CH:15][CH:16]=2)[C:11]=1[C:20]([O:22][CH3:23])=[O:21].C(OOC(=O)C1C=CC=CC=1)(=O)C1C=CC=CC=1.C(OCC)(=O)C.